From a dataset of Reaction yield outcomes from USPTO patents with 853,638 reactions. Predict the reaction yield, written as a fraction of the theoretical maximum amount of product (1.0 means a 100% yield; for example, 0.34 means a 34% yield). (1) The reactants are [OH2:1].[OH:1]N1[C:6]2[CH:11]=[CH:10][CH:10]=[CH:11][C:6]=2N=N1.Cl.[CH3:13]N(C)CCCN=C=NCC.[CH3:24][O:25][C:26]1[CH:31]=[C:30]([CH2:32][N:33]2[CH2:38][CH2:37][NH:36][CH2:35][CH2:34]2)[CH:29]=[CH:28][C:27]=1[NH:39][C:40]1[N:45]=[CH:44][C:43]2=[CH:46][CH:47]=[C:48]([C:49]3[CH:54]=[CH:53][CH:52]=[CH:51][C:50]=3[N:55]([CH3:60])[S:56]([CH3:59])(=[O:58])=[O:57])[N:42]2[N:41]=1.CN1CC[O:65][CH2:64]C1.[CH3:68][N:69](C)[CH:70]=[O:71]. The catalyst is C([O-])(O)=O.[Na+]. The product is [C:11]([O:1][C:70](=[O:71])[NH:69][CH2:68][C:64]([N:36]1[CH2:37][CH2:38][N:33]([CH2:32][C:30]2[CH:29]=[CH:28][C:27]([NH:39][C:40]3[N:45]=[CH:44][C:43]4=[CH:46][CH:47]=[C:48]([C:49]5[CH:54]=[CH:53][CH:52]=[CH:51][C:50]=5[N:55]([S:56]([CH3:59])(=[O:58])=[O:57])[CH3:60])[N:42]4[N:41]=3)=[C:26]([O:25][CH3:24])[CH:31]=2)[CH2:34][CH2:35]1)=[O:65])([CH3:10])([CH3:6])[CH3:13]. The yield is 0.300. (2) The reactants are [Cl:1][C:2]1[CH:3]=[C:4]2[C:9](=[CH:10][CH:11]=1)[C@:8]([CH2:14][O:15][C:16]1[CH:28]=[CH:27][C:19]([C:20]([O:22][C:23]([CH3:26])([CH3:25])[CH3:24])=[O:21])=[CH:18][C:17]=1[N+:29]([O-])=O)([CH:12]=O)[CH2:7][CH2:6][CH2:5]2.CC(O)=O. The catalyst is [Fe].C(O)(=O)CC(CC(O)=O)(C(O)=O)O. The product is [Cl:1][C:2]1[CH:3]=[C:4]2[C:9](=[CH:10][CH:11]=1)[C@@:8]1([CH2:14][O:15][C:16]3[CH:28]=[CH:27][C:19]([C:20]([O:22][C:23]([CH3:24])([CH3:26])[CH3:25])=[O:21])=[CH:18][C:17]=3[NH:29][CH2:12]1)[CH2:7][CH2:6][CH2:5]2. The yield is 0.690. (3) The reactants are [Br:1][C:2]1[CH:7]=[CH:6][C:5](Br)=[CH:4][N:3]=1.[CH3:9][S:10]SC. The catalyst is CCOCC.C([Li])CCC. The product is [CH3:9][S:10][C:5]1[CH:6]=[CH:7][C:2]([Br:1])=[N:3][CH:4]=1. The yield is 0.940. (4) The reactants are C[O:2][C:3]1([C:21]2[CH:26]=[CH:25][CH:24]=[CH:23][C:22]=2[CH3:27])[CH2:8][CH2:7][C:6]2[C:9]([CH2:18][O:19][CH3:20])=[CH:10][C:11]3[N:12]([CH3:17])[C:13]([CH3:16])=[N:14][C:15]=3[C:5]=2[O:4]1.Cl. The catalyst is C1COCC1. The product is [OH:4][C:5]1[C:15]2[N:14]=[C:13]([CH3:16])[N:12]([CH3:17])[C:11]=2[CH:10]=[C:9]([CH2:18][O:19][CH3:20])[C:6]=1[CH2:7][CH2:8][C:3]([C:21]1[CH:26]=[CH:25][CH:24]=[CH:23][C:22]=1[CH3:27])=[O:2]. The yield is 0.700. (5) The reactants are [CH2:1]([NH:3][C:4]([C:6]1[C:10](Br)=[C:9]([C:12]2[CH:17]=[C:16]([Cl:18])[C:15]([O:19][CH2:20][C:21]3[CH:26]=[CH:25][CH:24]=[CH:23][CH:22]=3)=[CH:14][C:13]=2[O:27][CH2:28][C:29]2[CH:34]=[CH:33][CH:32]=[CH:31][CH:30]=2)[O:8][N:7]=1)=[O:5])[CH3:2].[CH3:35][N:36]1[CH2:41][CH2:40][N:39]([C:42]2[CH:47]=[CH:46][CH:45]=[C:44](B3OC(C)(C)C(C)(C)O3)[CH:43]=2)[CH2:38][CH2:37]1. No catalyst specified. The product is [CH2:1]([NH:3][C:4]([C:6]1[C:10]([C:44]2[CH:45]=[CH:46][CH:47]=[C:42]([N:39]3[CH2:40][CH2:41][N:36]([CH3:35])[CH2:37][CH2:38]3)[CH:43]=2)=[C:9]([C:12]2[CH:17]=[C:16]([Cl:18])[C:15]([O:19][CH2:20][C:21]3[CH:26]=[CH:25][CH:24]=[CH:23][CH:22]=3)=[CH:14][C:13]=2[O:27][CH2:28][C:29]2[CH:34]=[CH:33][CH:32]=[CH:31][CH:30]=2)[O:8][N:7]=1)=[O:5])[CH3:2]. The yield is 0.830.